This data is from Reaction yield outcomes from USPTO patents with 853,638 reactions. The task is: Predict the reaction yield, written as a fraction of the theoretical maximum amount of product (1.0 means a 100% yield; for example, 0.34 means a 34% yield). (1) The reactants are C1(P(C2C=CC=CC=2)C2C=CC=CC=2)C=CC=CC=1.[Br:20]Br.[OH:22][C:23]1[CH:32]=[CH:31][C:30]2[C:25](=[CH:26][C:27](O)=[CH:28][CH:29]=2)[CH:24]=1. The catalyst is CC#N. The product is [Br:20][C:27]1[CH:26]=[C:25]2[C:30]([CH:31]=[CH:32][C:23]([OH:22])=[CH:24]2)=[CH:29][CH:28]=1. The yield is 0.430. (2) The reactants are [C:1]1(CC[C@H](C2C=CC=C(OCCCC(=O)NOC(C)(C)C)C=2)O)[CH:6]=CC=C[CH:2]=1.[O:29]=[C:30]([N:38]1[CH2:43][CH2:42][CH2:41][CH2:40][C@H:39]1[C:44]([OH:46])=[O:45])[C:31](=[O:37])[C:32]([CH3:36])([CH3:35])[CH2:33][CH3:34].C1(N=C=NC2CCCCC2)CCCCC1. The catalyst is C(Cl)Cl.CN(C)C1C=CN=CC=1. The product is [CH3:36][C:32]([CH3:35])([CH2:33][CH3:34])[C:31](=[O:37])[C:30]([N:38]1[CH2:43][CH2:42][CH2:41][CH2:40][C@H:39]1[C:44]([O:46][CH2:2][CH2:1][CH3:6])=[O:45])=[O:29]. The yield is 0.840. (3) The reactants are [C:1]([C:5]1[CH:6]=[C:7]([C:11]2([NH2:30])[CH2:19][CH2:18][C:17]3[C:13](=[CH:14][N:15]([S:20]([C:23]4[CH:28]=[CH:27][C:26]([CH3:29])=[CH:25][CH:24]=4)(=[O:22])=[O:21])[N:16]=3)[CH2:12]2)[CH:8]=[CH:9][CH:10]=1)([CH3:4])([CH3:3])[CH3:2].[F:31][C:32]1[CH:33]=[C:34]([CH2:39][CH2:40][CH:41]2[CH2:43][O:42]2)[CH:35]=[C:36]([F:38])[CH:37]=1. The catalyst is C(O)(C)C. The product is [C:1]([C:5]1[CH:6]=[C:7]([C:11]2([NH:30][CH2:43][CH:41]([OH:42])[CH2:40][CH2:39][C:34]3[CH:35]=[C:36]([F:38])[CH:37]=[C:32]([F:31])[CH:33]=3)[CH2:19][CH2:18][C:17]3[C:13](=[CH:14][N:15]([S:20]([C:23]4[CH:28]=[CH:27][C:26]([CH3:29])=[CH:25][CH:24]=4)(=[O:22])=[O:21])[N:16]=3)[CH2:12]2)[CH:8]=[CH:9][CH:10]=1)([CH3:4])([CH3:3])[CH3:2]. The yield is 0.420. (4) The reactants are C1(C)C=CC=CC=1.[Cl:8][C:9]1[CH:14]=[CH:13][C:12](Br)=[CH:11][C:10]=1[O:16][CH3:17].[C:18]([N:25]1[CH2:30][CH2:29][NH:28][CH2:27][CH2:26]1)([O:20][C:21]([CH3:24])([CH3:23])[CH3:22])=[O:19].CC(C)([O-])C.[Na+]. The catalyst is C1C=CC(/C=C/C(/C=C/C2C=CC=CC=2)=O)=CC=1.C1C=CC(/C=C/C(/C=C/C2C=CC=CC=2)=O)=CC=1.C1C=CC(/C=C/C(/C=C/C2C=CC=CC=2)=O)=CC=1.[Pd].[Pd].C1C=CC(P(C2C(C3C(P(C4C=CC=CC=4)C4C=CC=CC=4)=CC=C4C=3C=CC=C4)=C3C(C=CC=C3)=CC=2)C2C=CC=CC=2)=CC=1.CCOC(C)=O. The product is [Cl:8][C:9]1[CH:14]=[CH:13][C:12]([N:28]2[CH2:27][CH2:26][N:25]([C:18]([O:20][C:21]([CH3:24])([CH3:23])[CH3:22])=[O:19])[CH2:30][CH2:29]2)=[CH:11][C:10]=1[O:16][CH3:17]. The yield is 0.930. (5) The reactants are C([O:3][C:4](=[O:20])[C:5]1[CH:10]=[C:9]([Cl:11])[CH:8]=[C:7]([F:12])[C:6]=1[N:13](C(=O)C)[C:14](=[O:16])[CH3:15])C.[OH-].[Na+]. The catalyst is CO.C(OCC)(=O)C.O. The product is [C:14]([NH:13][C:6]1[C:7]([F:12])=[CH:8][C:9]([Cl:11])=[CH:10][C:5]=1[C:4]([OH:20])=[O:3])(=[O:16])[CH3:15]. The yield is 0.920.